This data is from Full USPTO retrosynthesis dataset with 1.9M reactions from patents (1976-2016). The task is: Predict the reactants needed to synthesize the given product. (1) Given the product [CH3:11][O:10][C:9]1[CH:8]=[CH:7][C:4]([CH:5]=[O:6])=[CH:3][C:2]=1[O:1][CH2:19][CH2:20][CH3:21], predict the reactants needed to synthesize it. The reactants are: [OH:1][C:2]1[CH:3]=[C:4]([CH:7]=[CH:8][C:9]=1[O:10][CH3:11])[CH:5]=[O:6].C(=O)([O-])[O-].[K+].[K+].Br[CH2:19][CH2:20][CH3:21]. (2) Given the product [Br:20][C:15]1[N:14]=[C:13]([C@@:2]2([CH:10]([F:12])[F:11])[CH2:3][C@@H:4]([C:5]([F:6])([F:7])[F:8])[O:9][C:30]([NH:29][C:21](=[O:28])[C:22]3[CH:27]=[CH:26][CH:25]=[CH:24][CH:23]=3)=[N:1]2)[C:18]([F:19])=[CH:17][CH:16]=1, predict the reactants needed to synthesize it. The reactants are: [NH2:1][C@:2]([C:13]1[C:18]([F:19])=[CH:17][CH:16]=[C:15]([Br:20])[N:14]=1)([CH:10]([F:12])[F:11])[CH2:3][C@H:4]([OH:9])[C:5]([F:8])([F:7])[F:6].[C:21]([N:29]=[C:30]=S)(=[O:28])[C:22]1[CH:27]=[CH:26][CH:25]=[CH:24][CH:23]=1.C(N(CC)CC)C.Cl.CN(C)CCCN=C=NCC. (3) Given the product [Cl:1][C:2]1[CH:3]=[C:4]([CH:8]([O:38][CH2:45][CH2:44][NH:43][C:41](=[O:42])[C:40]([F:48])([F:47])[F:39])[C:9]2[CH:10]=[C:11]([CH:35]=[CH:36][CH:37]=2)[C:12]([NH:14][C@H:15]([CH2:16][NH:17][CH3:27])[CH2:28][CH:29]2[CH2:34][CH2:33][CH2:32][CH2:31][CH2:30]2)=[O:13])[CH:5]=[CH:6][CH:7]=1, predict the reactants needed to synthesize it. The reactants are: [Cl:1][C:2]1[CH:3]=[C:4]([CH:8]([OH:38])[C:9]2[CH:10]=[C:11]([CH:35]=[CH:36][CH:37]=2)[C:12]([NH:14][C@@H:15]([CH2:28][CH:29]2[CH2:34][CH2:33][CH2:32][CH2:31][CH2:30]2)[CH2:16][N:17]([CH3:27])C(=O)OCC[Si](C)(C)C)=[O:13])[CH:5]=[CH:6][CH:7]=1.[F:39][C:40]([F:48])([F:47])[C:41]([NH:43][CH2:44][CH2:45]O)=[O:42].O.C1(C)C=CC(S(O)(=O)=O)=CC=1. (4) Given the product [CH2:9]([O:11][C:12]([C:13]1[N:8]=[C:4]2[CH:3]=[C:2]([CH3:1])[CH:7]=[CH:6][N:5]2[CH:14]=1)=[O:17])[CH3:10], predict the reactants needed to synthesize it. The reactants are: [CH3:1][C:2]1[CH:7]=[CH:6][N:5]=[C:4]([NH2:8])[CH:3]=1.[CH2:9]([O:11][C:12](=[O:17])[C:13](=O)[CH2:14]Br)[CH3:10].